From a dataset of Forward reaction prediction with 1.9M reactions from USPTO patents (1976-2016). Predict the product of the given reaction. (1) Given the reactants [CH2:1]([O:3][C:4]([C:6]1[N:7]([CH3:16])[N:8]=[C:9]([C:12]([CH3:15])([CH3:14])[CH3:13])[C:10]=1Br)=[O:5])[CH3:2].[C:17]([Cu])#[N:18].C(Cl)Cl, predict the reaction product. The product is: [CH2:1]([O:3][C:4]([C:6]1[N:7]([CH3:16])[N:8]=[C:9]([C:12]([CH3:15])([CH3:14])[CH3:13])[C:10]=1[C:17]#[N:18])=[O:5])[CH3:2]. (2) Given the reactants [NH2:1][C:2]1[CH:7]=[C:6]([Cl:8])[CH:5]=[CH:4][N:3]=1.[CH3:9][C:10]([CH3:15])([CH3:14])[C:11](Cl)=[O:12], predict the reaction product. The product is: [Cl:8][C:6]1[CH:5]=[CH:4][N:3]=[C:2]([NH:1][C:11](=[O:12])[C:10]([CH3:15])([CH3:14])[CH3:9])[CH:7]=1. (3) Given the reactants [C:1]1([CH3:16])[CH:6]=[CH:5][CH:4]=[C:3]([C:7]2[O:8][C:9]3[CH2:14][CH2:13][NH:12][CH2:11][C:10]=3[N:15]=2)[CH:2]=1.CCN(C(C)C)C(C)C.Cl[C:27]1[N:34]=[CH:33][CH:32]=[CH:31][C:28]=1[C:29]#[N:30], predict the reaction product. The product is: [C:1]1([CH3:16])[CH:6]=[CH:5][CH:4]=[C:3]([C:7]2[O:8][C:9]3[CH2:14][CH2:13][N:12]([C:27]4[N:34]=[CH:33][CH:32]=[CH:31][C:28]=4[C:29]#[N:30])[CH2:11][C:10]=3[N:15]=2)[CH:2]=1. (4) Given the reactants [C:1](=O)([O-])[O-].[Cs+].[Cs+].[Cl:7][C:8]1[CH:13]=[CH:12][C:11]([OH:14])=[C:10]([C:15]2[CH:20]=[CH:19][CH:18]=[CH:17][N:16]=2)[CH:9]=1.[CH3:21][O:22][C:23](=[O:42])[CH2:24][CH2:25][C:26]1[CH:31]=[CH:30][C:29]([O:32][CH2:33][CH2:34][C@@H:35](OS(C)(=O)=O)[CH3:36])=[CH:28][CH:27]=1, predict the reaction product. The product is: [CH3:21][O:22][C:23](=[O:42])[CH2:24][CH2:25][C:26]1[CH:31]=[CH:30][C:29]([O:32][CH2:33][CH2:34][C@@H:35]([O:14][C:11]2[CH:12]=[CH:13][C:8]([Cl:7])=[CH:9][C:10]=2[C:15]2[CH:20]=[CH:19][CH:18]=[CH:17][N:16]=2)[CH3:36])=[CH:28][C:27]=1[CH3:1]. (5) Given the reactants [CH3:1][C@:2]12[C@@:19]3([CH3:20])[C@@H:10]([C@:11]4([CH3:36])[C@@H:16]([CH2:17][CH2:18]3)[C:15]([CH3:22])([CH3:21])[C@@H:14]([O:23][C:24]([C@H:26]3[C@@H:28]([CH2:29][C:30]([O:32]C)=[O:31])[C:27]3([CH3:35])[CH3:34])=[O:25])[CH2:13][CH2:12]4)[CH2:9][CH2:8][C@@H:7]1[C@H:6]1[C@H:37]([C:40]([CH3:42])=[CH2:41])[CH2:38][CH2:39][C@:5]1([C:43]1[O:44][C:45]([C:48]3[CH:53]=[CH:52][CH:51]=[CH:50][CH:49]=3)=[N:46][N:47]=1)[CH2:4][CH2:3]2.O, predict the reaction product. The product is: [CH3:34][C:27]1([CH3:35])[C@@H:26]([C:24]([O:23][C@H:14]2[CH2:13][CH2:12][C@@:11]3([CH3:36])[C@@H:16]([CH2:17][CH2:18][C@:19]4([CH3:20])[C@@H:10]3[CH2:9][CH2:8][C@H:7]3[C@@:2]4([CH3:1])[CH2:3][CH2:4][C@@:5]4([C:43]5[O:44][C:45]([C:48]6[CH:53]=[CH:52][CH:51]=[CH:50][CH:49]=6)=[N:46][N:47]=5)[CH2:39][CH2:38][C@@H:37]([C:40]([CH3:42])=[CH2:41])[C@@H:6]43)[C:15]2([CH3:22])[CH3:21])=[O:25])[C@H:28]1[CH2:29][C:30]([OH:32])=[O:31]. (6) Given the reactants [CH2:1]([N:5]1[C:9](=[O:10])[C:8](Cl)=[C:7]([C:12]2[CH:17]=[CH:16][CH:15]=[CH:14][CH:13]=2)[S:6]1(=[O:19])=[O:18])[CH2:2][CH2:3][CH3:4].[CH2:20]([O:22][C:23]1[CH:29]=[C:28]([N:30]2[CH2:35][CH2:34][O:33][CH2:32][CH2:31]2)[C:27]([O:36][CH2:37][CH3:38])=[CH:26][C:24]=1[NH2:25])[CH3:21], predict the reaction product. The product is: [CH2:1]([N:5]1[C:9](=[O:10])[C:8]([NH:25][C:24]2[CH:26]=[C:27]([O:36][CH2:37][CH3:38])[C:28]([N:30]3[CH2:35][CH2:34][O:33][CH2:32][CH2:31]3)=[CH:29][C:23]=2[O:22][CH2:20][CH3:21])=[C:7]([C:12]2[CH:17]=[CH:16][CH:15]=[CH:14][CH:13]=2)[S:6]1(=[O:19])=[O:18])[CH2:2][CH2:3][CH3:4]. (7) Given the reactants [CH3:1][N:2]1[CH:6]=[CH:5][N:4]=[C:3]1[Si:7]([CH2:12][CH3:13])([CH2:10][CH3:11])[CH2:8][CH3:9].C([Li])(C)(C)C.[CH:19](N1CCOCC1)=[O:20].C([O-])(O)=O.[Na+], predict the reaction product. The product is: [CH3:1][N:2]1[C:6]([CH:19]=[O:20])=[CH:5][N:4]=[C:3]1[Si:7]([CH2:10][CH3:11])([CH2:12][CH3:13])[CH2:8][CH3:9]. (8) Given the reactants CN(C)C=O.[C:6]([C:8]1[C:17]2[C:12](=[CH:13][C:14]([O:20][CH3:21])=[C:15]([O:18][CH3:19])[CH:16]=2)[N:11]=[CH:10][N:9]=1)#[N:7].[N-:22]=[N+:23]=[N-:24].[Na+].[Cl-].[NH4+], predict the reaction product. The product is: [CH3:19][O:18][C:15]1[CH:16]=[C:17]2[C:12](=[CH:13][C:14]=1[O:20][CH3:21])[N:11]=[CH:10][N:9]=[C:8]2[C:6]1[NH:24][N:23]=[N:22][N:7]=1. (9) The product is: [C:23]([O:21][C:10]1[C:11]2[C:16](=[CH:15][C:14]([O:19][CH3:20])=[CH:13][CH:12]=2)[CH2:17][CH2:18][C:9]=1[C:5]1[CH:6]=[CH:7][CH:8]=[C:3]([O:2][CH3:1])[CH:4]=1)(=[O:35])[CH3:33]. Given the reactants [CH3:1][O:2][C:3]1[CH:4]=[C:5]([CH:9]2[CH2:18][CH2:17][C:16]3[C:11](=[CH:12][CH:13]=[C:14]([O:19][CH3:20])[CH:15]=3)[C:10]2=[O:21])[CH:6]=[CH:7][CH:8]=1.O.[C:23]1([CH3:33])C=CC(S(O)(=O)=O)=CC=1.C([O-])(O)=[O:35].[Na+], predict the reaction product. (10) Given the reactants Cl[CH2:2][CH2:3][CH2:4][N:5]1[C:13]2[C:8](=[CH:9][CH:10]=[CH:11][CH:12]=2)[CH:7]=[CH:6]1.[CH3:14][CH:15]([CH3:31])[C:16]([NH:18][C:19]1[CH:24]=[CH:23][CH:22]=[C:21]([CH:25]2[CH2:30][CH2:29][NH:28][CH2:27][CH2:26]2)[CH:20]=1)=[O:17], predict the reaction product. The product is: [N:5]1([CH2:4][CH2:3][CH2:2][N:28]2[CH2:29][CH2:30][CH:25]([C:21]3[CH:20]=[C:19]([NH:18][C:16](=[O:17])[CH:15]([CH3:14])[CH3:31])[CH:24]=[CH:23][CH:22]=3)[CH2:26][CH2:27]2)[C:13]2[C:8](=[CH:9][CH:10]=[CH:11][CH:12]=2)[CH:7]=[CH:6]1.